This data is from hERG Central: cardiac toxicity at 1µM, 10µM, and general inhibition. The task is: Predict hERG channel inhibition at various concentrations. (1) The drug is O=C(Cc1cccs1)N1CCC(c2nc3c(nnn3Cc3ccccc3)c(=O)[nH]2)CC1. Results: hERG_inhib (hERG inhibition (general)): blocker. (2) The molecule is CC1CC(C)CN(C(=S)Nc2ccc(SC(F)F)cc2)C1. Results: hERG_inhib (hERG inhibition (general)): blocker. (3) The drug is CC1CC(C)CN(CCCn2c(=S)[nH]c3ccccc3c2=O)C1. Results: hERG_inhib (hERG inhibition (general)): blocker. (4) The drug is O=C(NCCN1CCOCC1)c1cc(Sc2cccc(Cl)c2)nc2ccccc12. Results: hERG_inhib (hERG inhibition (general)): blocker. (5) The compound is c1cnc(Sc2ccc3nnnn3n2)nc1. Results: hERG_inhib (hERG inhibition (general)): blocker. (6) The drug is O=C(CN1CCN(C(=O)c2cccc(S(=O)(=O)N3CCCC3)c2)CC1)Nc1ccccc1Cl. Results: hERG_inhib (hERG inhibition (general)): blocker. (7) The compound is O=c1c2c3c(sc2n(CCN2CCCC2)c(=O)n1Cc1ccco1)CCCCC3. Results: hERG_inhib (hERG inhibition (general)): blocker.